This data is from Reaction yield outcomes from USPTO patents with 853,638 reactions. The task is: Predict the reaction yield, written as a fraction of the theoretical maximum amount of product (1.0 means a 100% yield; for example, 0.34 means a 34% yield). (1) The reactants are [Cl:1][C:2]1[CH:7]=[CH:6][C:5]([C:8](=[O:11])[CH2:9][CH3:10])=[C:4]([NH:12][C:13]2[CH:18]=[CH:17][CH:16]=[CH:15][CH:14]=2)[CH:3]=1.Cl[C:20](=[O:25])[C:21]([O:23][CH3:24])=[O:22]. The catalyst is C1(C)C=CC=CC=1. The yield is 0.876. The product is [CH3:24][O:23][C:21](=[O:22])[C:20]([N:12]([C:4]1[CH:3]=[C:2]([Cl:1])[CH:7]=[CH:6][C:5]=1[C:8](=[O:11])[CH2:9][CH3:10])[C:13]1[CH:14]=[CH:15][CH:16]=[CH:17][CH:18]=1)=[O:25]. (2) The reactants are Cl[C:2]1[CH:11]=[C:10]([N+:12]([O-:14])=[O:13])[CH:9]=[CH:8][C:3]=1[C:4]([O:6][CH3:7])=[O:5].[Cl:15][C:16]1[CH:17]=[C:18](B(O)O)[CH:19]=[CH:20][CH:21]=1.C(=O)([O-])[O-].[Na+].[Na+].O1CCOCC1. The catalyst is C1(C)C=CC=CC=1.C(OCC)(=O)C.C1CCC(P(C2CCCCC2)C2CCCCC2)CC1.C1CCC(P(C2CCCCC2)C2CCCCC2)CC1.Cl[Pd]Cl.C(O)C. The product is [Cl:15][C:16]1[CH:21]=[C:20]([C:2]2[C:3]([C:4]([O:6][CH3:7])=[O:5])=[CH:8][CH:9]=[C:10]([N+:12]([O-:14])=[O:13])[CH:11]=2)[CH:19]=[CH:18][CH:17]=1. The yield is 0.990.